From a dataset of Peptide-MHC class II binding affinity with 134,281 pairs from IEDB. Regression. Given a peptide amino acid sequence and an MHC pseudo amino acid sequence, predict their binding affinity value. This is MHC class II binding data. (1) The peptide sequence is FGPASFARIETAFAN. The MHC is DRB1_1201 with pseudo-sequence DRB1_1201. The binding affinity (normalized) is 0.390. (2) The peptide sequence is PDLPYDYGALEPAIS. The MHC is DRB1_0901 with pseudo-sequence DRB1_0901. The binding affinity (normalized) is 0.579. (3) The peptide sequence is TALTGAMRVTKDTND. The MHC is DRB4_0103 with pseudo-sequence DRB4_0103. The binding affinity (normalized) is 0.552. (4) The binding affinity (normalized) is 0.0599. The MHC is DRB1_0701 with pseudo-sequence DRB1_0701. The peptide sequence is LAQILMDNDLAATND. (5) The peptide sequence is SLQYLALVALVAPKK. The MHC is DRB1_0802 with pseudo-sequence DRB1_0802. The binding affinity (normalized) is 0.495. (6) The peptide sequence is LKALTTKHPSLNIIT. The MHC is DRB1_0802 with pseudo-sequence DRB1_0802. The binding affinity (normalized) is 0.463. (7) The peptide sequence is GGGFGMLLRKYGIAA. The MHC is DRB1_1302 with pseudo-sequence DRB1_1302. The binding affinity (normalized) is 0.0674. (8) The peptide sequence is RLFDNAMLRAHRLHQ. The MHC is DRB4_0101 with pseudo-sequence DRB4_0103. The binding affinity (normalized) is 0.254. (9) The binding affinity (normalized) is 0.0318. The MHC is HLA-DPA10201-DPB11401 with pseudo-sequence HLA-DPA10201-DPB11401. The peptide sequence is VLAKSPDTTCSEIEE.